From a dataset of Catalyst prediction with 721,799 reactions and 888 catalyst types from USPTO. Predict which catalyst facilitates the given reaction. (1) Reactant: [CH3:1][C:2]([C:4]1[C:9]([O:10][CH3:11])=[CH:8][C:7]([O:12][CH3:13])=[CH:6][C:5]=1[O:14][CH3:15])=O.[CH3:16]C(C)([O-])C.[K+]. Product: [C:2]([C:4]1[C:9]([O:10][CH3:11])=[CH:8][C:7]([O:12][CH3:13])=[CH:6][C:5]=1[O:14][CH3:15])([CH3:16])=[CH2:1]. The catalyst class is: 597. (2) Reactant: [F:1][C:2]1[CH:3]=[CH:4][C:5]([C:11]#[C:12][Si](CC)(CC)CC)=[C:6]([CH2:8][C:9]#[N:10])[CH:7]=1.[F-].[K+]. Product: [C:11]([C:5]1[CH:4]=[CH:3][C:2]([F:1])=[CH:7][C:6]=1[CH2:8][C:9]#[N:10])#[CH:12]. The catalyst class is: 5.